The task is: Predict which catalyst facilitates the given reaction.. This data is from Catalyst prediction with 721,799 reactions and 888 catalyst types from USPTO. (1) Reactant: [OH:1][CH:2]1[CH2:9][C:4]2([CH2:7][C:6](=[O:8])[CH2:5]2)[CH2:3]1.[CH2:10](O)[CH2:11][OH:12].CC1C=CC(S(O)(=O)=O)=CC=1. Product: [OH:8][CH:6]1[CH2:7][C:4]2([CH2:9][C:2]3([O:12][CH2:11][CH2:10][O:1]3)[CH2:3]2)[CH2:5]1. The catalyst class is: 11. (2) Reactant: [NH2:1][C@H:2]([CH2:20][C:21]1[CH:26]=[C:25]([F:27])[C:24]([F:28])=[CH:23][C:22]=1[F:29])[CH2:3][C:4]([N:6]1[CH2:10][CH2:9][C@H:8]2[CH2:11][N:12]([C:14](=[O:19])[C:15]([F:18])([CH3:17])[CH3:16])[CH2:13][C@@H:7]12)=[O:5].[P:30](=[O:34])([OH:33])([OH:32])[OH:31]. Product: [P:30]([OH:34])([OH:33])([OH:32])=[O:31].[NH2:1][C@H:2]([CH2:20][C:21]1[CH:26]=[C:25]([F:27])[C:24]([F:28])=[CH:23][C:22]=1[F:29])[CH2:3][C:4]([N:6]1[CH2:10][CH2:9][C@H:8]2[CH2:11][N:12]([C:14](=[O:19])[C:15]([F:18])([CH3:16])[CH3:17])[CH2:13][C@@H:7]12)=[O:5]. The catalyst class is: 8.